Task: Predict the product of the given reaction.. Dataset: Forward reaction prediction with 1.9M reactions from USPTO patents (1976-2016) (1) Given the reactants [CH3:1][O:2][C:3]1[CH:4]=[CH:5][CH:6]=[C:7]2[C:12]=1[NH:11][C:10](=O)[CH:9]=[C:8]2[CH3:14].O=P(Cl)(Cl)[Cl:17], predict the reaction product. The product is: [Cl:17][C:10]1[CH:9]=[C:8]([CH3:14])[C:7]2[C:12](=[C:3]([O:2][CH3:1])[CH:4]=[CH:5][CH:6]=2)[N:11]=1. (2) Given the reactants [OH2:1].[NH2:2][C:3]1[S:4][CH:5]=[C:6]([C:8](=[N:12][O:13][CH2:14][C:15]([O:17][CH3:18])=[O:16])[C:9]([OH:11])=[O:10])[N:7]=1, predict the reaction product. The product is: [NH2:2][C:3]1[S:4][CH:5]=[C:6]([C:8](=[N:12][O:13][CH2:14][C:15]([O:17][CH3:18])=[O:16])[C:9]([O:11][C:9](=[O:10])[C:8](=[N:12][O:1][CH2:14][C:15]([O:17][CH3:18])=[O:16])[C:6]2[N:7]=[C:3]([NH2:2])[S:4][CH:5]=2)=[O:10])[N:7]=1. (3) Given the reactants I[C:2]1[C:10]2[C:5](=[CH:6][CH:7]=[C:8]([N:11]([S:19]([C:22]3[CH:27]=[CH:26][CH:25]=[CH:24][C:23]=3[S:28]([CH3:31])(=[O:30])=[O:29])(=[O:21])=[O:20])C(OC(C)(C)C)=O)[CH:9]=2)[N:4](C(OC(C)(C)C)=O)[N:3]=1.C(OC([N:46]1[C:54]2[C:49](=[CH:50][C:51]([O:55][CH3:56])=[CH:52][CH:53]=2)[CH:48]=[C:47]1B(O)O)=O)(C)(C)C.C(=O)([O-])O.[Na+], predict the reaction product. The product is: [CH3:31][S:28]([C:23]1[CH:24]=[CH:25][CH:26]=[CH:27][C:22]=1[S:19]([NH:11][C:8]1[CH:9]=[C:10]2[C:5](=[CH:6][CH:7]=1)[NH:4][N:3]=[C:2]2[C:47]1[NH:46][C:54]2[C:49]([CH:48]=1)=[CH:50][C:51]([O:55][CH3:56])=[CH:52][CH:53]=2)(=[O:21])=[O:20])(=[O:29])=[O:30]. (4) Given the reactants [C:1]([NH:9][C:10]1[N:18]=[C:17]([O:19][CH:20]2[CH2:24][CH2:23][CH2:22][CH2:21]2)[N:16]=[C:15]2[C:11]=1[N:12]=[CH:13][N:14]2[C@@H:25]1[O:47][C@H:46]([CH2:48][O:49]C(=O)C2C=CC=CC=2)[C@@H:36]([O:37]C(=O)C2C=CC=CC=2)[C@H:26]1[O:27]C(=O)C1C=CC=CC=1)(=[O:8])[C:2]1[CH:7]=[CH:6][CH:5]=[CH:4][CH:3]=1.[OH-].[Na+], predict the reaction product. The product is: [C:1]([NH:9][C:10]1[N:18]=[C:17]([O:19][CH:20]2[CH2:24][CH2:23][CH2:22][CH2:21]2)[N:16]=[C:15]2[C:11]=1[N:12]=[CH:13][N:14]2[C@@H:25]1[O:47][C@H:46]([CH2:48][OH:49])[C@@H:36]([OH:37])[C@H:26]1[OH:27])(=[O:8])[C:2]1[CH:7]=[CH:6][CH:5]=[CH:4][CH:3]=1. (5) Given the reactants [F:1][C:2]([F:17])([O:9][C:10]1[CH:15]=[CH:14][CH:13]=[CH:12][C:11]=1[NH2:16])[CH:3]([F:8])[C:4]([F:7])([F:6])[F:5].O=C1N(P(Cl)(N2CCOC2=O)=O)CCO1.[CH3:33][N:34]1[CH:38]=[C:37]([C:39](O)=[O:40])[C:36]([C:42]([F:45])([F:44])[F:43])=[N:35]1.C(N(CC)CC)C, predict the reaction product. The product is: [F:1][C:2]([F:17])([O:9][C:10]1[CH:15]=[CH:14][CH:13]=[CH:12][C:11]=1[NH:16][C:39]([C:37]1[C:36]([C:42]([F:45])([F:44])[F:43])=[N:35][N:34]([CH3:33])[CH:38]=1)=[O:40])[CH:3]([F:8])[C:4]([F:5])([F:6])[F:7]. (6) Given the reactants CN(C(ON1N=NC2C=CC=NC1=2)=[N+](C)C)C.F[P-](F)(F)(F)(F)F.[Cl:25][C:26]1[CH:31]=[CH:30][C:29]([N:32]2[CH2:37][CH2:36][NH:35][CH2:34][CH2:33]2)=[CH:28][C:27]=1[O:38][CH2:39][CH3:40].[Cl:41][C:42]1[C:43]([C:52]([F:55])([F:54])[F:53])=[N:44][N:45]([CH2:48][C:49](O)=[O:50])[C:46]=1[CH3:47], predict the reaction product. The product is: [Cl:25][C:26]1[CH:31]=[CH:30][C:29]([N:32]2[CH2:33][CH2:34][N:35]([C:49](=[O:50])[CH2:48][N:45]3[C:46]([CH3:47])=[C:42]([Cl:41])[C:43]([C:52]([F:55])([F:54])[F:53])=[N:44]3)[CH2:36][CH2:37]2)=[CH:28][C:27]=1[O:38][CH2:39][CH3:40].